Dataset: NCI-60 drug combinations with 297,098 pairs across 59 cell lines. Task: Regression. Given two drug SMILES strings and cell line genomic features, predict the synergy score measuring deviation from expected non-interaction effect. (1) Drug 1: CC1=CC2C(CCC3(C2CCC3(C(=O)C)OC(=O)C)C)C4(C1=CC(=O)CC4)C. Drug 2: C1C(C(OC1N2C=C(C(=O)NC2=O)F)CO)O. Cell line: HCC-2998. Synergy scores: CSS=46.2, Synergy_ZIP=-1.95, Synergy_Bliss=-5.33, Synergy_Loewe=-8.45, Synergy_HSA=-6.55. (2) Cell line: NCI-H226. Drug 1: CC1C(C(CC(O1)OC2CC(CC3=C2C(=C4C(=C3O)C(=O)C5=C(C4=O)C(=CC=C5)OC)O)(C(=O)CO)O)N)O.Cl. Drug 2: C1=CC=C(C(=C1)C(C2=CC=C(C=C2)Cl)C(Cl)Cl)Cl. Synergy scores: CSS=-4.95, Synergy_ZIP=10.5, Synergy_Bliss=18.6, Synergy_Loewe=-11.8, Synergy_HSA=1.30. (3) Drug 1: C1CCC(CC1)NC(=O)N(CCCl)N=O. Drug 2: C1=CC(=CC=C1C#N)C(C2=CC=C(C=C2)C#N)N3C=NC=N3. Cell line: TK-10. Synergy scores: CSS=6.20, Synergy_ZIP=-2.16, Synergy_Bliss=-1.33, Synergy_Loewe=-3.30, Synergy_HSA=-1.95. (4) Drug 1: CN(CCCl)CCCl.Cl. Drug 2: CC12CCC3C(C1CCC2OP(=O)(O)O)CCC4=C3C=CC(=C4)OC(=O)N(CCCl)CCCl.[Na+]. Cell line: SF-268. Synergy scores: CSS=11.2, Synergy_ZIP=-1.81, Synergy_Bliss=-2.10, Synergy_Loewe=-10.8, Synergy_HSA=-4.38.